This data is from Reaction yield outcomes from USPTO patents with 853,638 reactions. The task is: Predict the reaction yield, written as a fraction of the theoretical maximum amount of product (1.0 means a 100% yield; for example, 0.34 means a 34% yield). The reactants are [CH2:1]([O:8][C:9]1[CH:10]=[N:11][C:12]2[C:17]([C:18]=1[C:19](N)=[O:20])=[N:16][C:15]([O:22][CH3:23])=[CH:14][CH:13]=2)[C:2]1[CH:7]=[CH:6][CH:5]=[CH:4][CH:3]=1.[BH4-].[Na+].C(OCC)(=O)C. The catalyst is O1CCCC1.CO.[H-].[CH-]1C=CC=C1.[CH-]1C=CC=C1.[Cl-].[Zr+4]. The product is [CH2:1]([O:8][C:9]1[CH:10]=[N:11][C:12]2[C:17]([C:18]=1[CH2:19][OH:20])=[N:16][C:15]([O:22][CH3:23])=[CH:14][CH:13]=2)[C:2]1[CH:3]=[CH:4][CH:5]=[CH:6][CH:7]=1. The yield is 0.640.